From a dataset of hERG Central: cardiac toxicity at 1µM, 10µM, and general inhibition. Predict hERG channel inhibition at various concentrations. (1) The molecule is CC(C)OCCCN(Cc1ccncc1)C(=O)Nc1cccc(Cl)c1. Results: hERG_inhib (hERG inhibition (general)): blocker. (2) The molecule is COc1ccc(C2CC(c3cccs3)=NN2C(=O)CSc2nc(=O)n3ccc(C)cc3n2)cc1. Results: hERG_inhib (hERG inhibition (general)): blocker. (3) Results: hERG_inhib (hERG inhibition (general)): blocker. The drug is O=C1CC(N2CCN(C/C=C/c3ccccc3)CC2)C(=O)N1CCc1ccccc1. (4) The molecule is CC1(C(=O)OCc2cc(=O)n3cc(Br)ccc3n2)CC1(Cl)Cl. Results: hERG_inhib (hERG inhibition (general)): blocker.